This data is from Full USPTO retrosynthesis dataset with 1.9M reactions from patents (1976-2016). The task is: Predict the reactants needed to synthesize the given product. (1) Given the product [C:26]([C:21]1[C:20]([C:28]2[CH:29]=[N:30][CH:31]=[CH:32][CH:33]=2)=[C:19]([C:17]2[CH:18]=[C:13]([NH:12][C:8]3[CH:7]=[C:6]([CH:11]=[CH:10][CH:9]=3)[O:5][CH2:4][CH2:3][CH2:2][O:1][S:43]([CH3:42])(=[O:45])=[O:44])[CH:14]=[CH:15][C:16]=2[CH3:34])[S:23][C:22]=1[S:24][CH3:25])#[N:27], predict the reactants needed to synthesize it. The reactants are: [OH:1][CH2:2][CH2:3][CH2:4][O:5][C:6]1[CH:7]=[C:8]([NH:12][C:13]2[CH:14]=[CH:15][C:16]([CH3:34])=[C:17]([C:19]3[S:23][C:22]([S:24][CH3:25])=[C:21]([C:26]#[N:27])[C:20]=3[C:28]3[CH:29]=[N:30][CH:31]=[CH:32][CH:33]=3)[CH:18]=2)[CH:9]=[CH:10][CH:11]=1.CCN(CC)CC.[CH3:42][S:43](Cl)(=[O:45])=[O:44].O. (2) Given the product [CH3:27][C:12]1[C:13]([NH:17][C:18](=[O:26])[CH2:19][CH:20]2[CH2:21][CH2:22][CH2:23][CH2:24][CH2:25]2)=[C:14]2[C:9](=[CH:10][CH:11]=1)[N:8]=[C:7]([N:4]1[CH2:5][CH2:6][C@@H:2]([O:1][S:29]([CH3:28])(=[O:31])=[O:30])[CH2:3]1)[CH:16]=[CH:15]2, predict the reactants needed to synthesize it. The reactants are: [OH:1][C@@H:2]1[CH2:6][CH2:5][N:4]([C:7]2[CH:16]=[CH:15][C:14]3[C:9](=[CH:10][CH:11]=[C:12]([CH3:27])[C:13]=3[NH:17][C:18](=[O:26])[CH2:19][CH:20]3[CH2:25][CH2:24][CH2:23][CH2:22][CH2:21]3)[N:8]=2)[CH2:3]1.[CH3:28][S:29](Cl)(=[O:31])=[O:30].C(N(CC)CC)C. (3) Given the product [O:1]1[CH2:2][CH:3]([N:7]2[CH2:10][CH:9]([OH:11])[CH2:8]2)[CH2:4]1, predict the reactants needed to synthesize it. The reactants are: [O:1]1[CH2:4][C:3](=O)[CH2:2]1.Cl.[NH:7]1[CH2:10][CH:9]([OH:11])[CH2:8]1.C(O[BH-](OC(=O)C)OC(=O)C)(=O)C.[Na+]. (4) Given the product [ClH:30].[CH:1]1([CH2:4][NH:5][C@@H:13]2[CH2:15][C@H:14]2[C:16]2[CH:21]=[CH:20][C:19]([NH:22][C:23]([C:25]3[CH:26]=[N:27][NH:28][CH:29]=3)=[O:24])=[CH:18][CH:17]=2)[CH2:3][CH2:2]1, predict the reactants needed to synthesize it. The reactants are: [CH:1]1([CH2:4][N:5]([C@@H:13]2[CH2:15][C@H:14]2[C:16]2[CH:21]=[CH:20][C:19]([NH:22][C:23]([C:25]3[CH:26]=[N:27][NH:28][CH:29]=3)=[O:24])=[CH:18][CH:17]=2)C(=O)OC(C)(C)C)[CH2:3][CH2:2]1.[ClH:30].COC1CCCC1. (5) Given the product [F:1][C:2]1[CH:9]=[C:8]([O:10][CH2:11][CH3:12])[CH:7]=[CH:6][C:3]=1[CH:4]=[N+:20]([CH:14]1[CH2:19][CH2:18][CH2:17][CH2:16][CH2:15]1)[O-:21], predict the reactants needed to synthesize it. The reactants are: [F:1][C:2]1[CH:9]=[C:8]([OH:10])[CH:7]=[CH:6][C:3]=1[C:4]#N.[CH2:11](I)[CH3:12].[CH:14]1([NH:20][OH:21])[CH2:19][CH2:18][CH2:17][CH2:16][CH2:15]1. (6) The reactants are: [N+:1]([C:4]1[CH:5]=[C:6]([CH:8]=[CH:9][CH:10]=1)[NH2:7])([O-:3])=[O:2].[CH3:11][N:12]1[C:16]([C:17](Cl)=[O:18])=[CH:15][C:14]([CH3:20])=[N:13]1.O. Given the product [CH3:11][N:12]1[C:16]([C:17]([NH:7][C:6]2[CH:8]=[CH:9][CH:10]=[C:4]([N+:1]([O-:3])=[O:2])[CH:5]=2)=[O:18])=[CH:15][C:14]([CH3:20])=[N:13]1, predict the reactants needed to synthesize it. (7) Given the product [C:4]1([CH3:9])[CH:5]=[CH:6][CH:7]=[CH:8][C:3]=1[PH:10](=[O:17])[C:3]1[CH:8]=[CH:7][CH:6]=[CH:5][C:4]=1[CH3:9], predict the reactants needed to synthesize it. The reactants are: [Mg].Br[C:3]1[CH:8]=[CH:7][CH:6]=[CH:5][C:4]=1[CH3:9].[P:10]([O-:17])(OCC)OCC.